Dataset: CYP2D6 inhibition data for predicting drug metabolism from PubChem BioAssay. Task: Regression/Classification. Given a drug SMILES string, predict its absorption, distribution, metabolism, or excretion properties. Task type varies by dataset: regression for continuous measurements (e.g., permeability, clearance, half-life) or binary classification for categorical outcomes (e.g., BBB penetration, CYP inhibition). Dataset: cyp2d6_veith. (1) The molecule is CCCOc1ccc(C(=O)NNC(=S)NC(C)=O)cc1. The result is 0 (non-inhibitor). (2) The drug is Cc1ccc(-n2ncc3c2ncn2nc(-c4ccco4)nc32)c(C)c1. The result is 0 (non-inhibitor). (3) The result is 0 (non-inhibitor). The molecule is CCC(Sc1ncccc1C(=O)O)C(=O)N1CCOCC1. (4) The molecule is CC(C)N=C(NC#N)SCc1ccc(Br)cc1. The result is 1 (inhibitor). (5) The molecule is CC1=C(O)C(=O)[C@H]2O[C@@H]2C1=O. The result is 0 (non-inhibitor). (6) The molecule is CC(=O)OC[C@@H]1O[C@H](C/C=N\OCC[C@H]2C=C[C@H](OC(C)=O)[C@@H](COC(C)=O)O2)C=C[C@@H]1OC(C)=O. The result is 0 (non-inhibitor).